Task: Predict the product of the given reaction.. Dataset: Forward reaction prediction with 1.9M reactions from USPTO patents (1976-2016) (1) Given the reactants Br[C:2]1[C:7]([C:8]([O:10][CH3:11])=[O:9])=[C:6]([CH:12]=[O:13])[C:5]([OH:14])=[CH:4][CH:3]=1.FC(F)(F)C(O)=[O:18].[Al].C(=O)(O)[O-].[Na+], predict the reaction product. The product is: [CH:12]([C:6]1[C:5]([OH:14])=[CH:4][CH:3]=[C:2]([OH:18])[C:7]=1[C:8]([O:10][CH3:11])=[O:9])=[O:13]. (2) Given the reactants [OH:1][C:2]1[CH:9]=[C:8]([OH:10])[CH:7]=[CH:6][C:3]=1[CH:4]=O.C([NH:14][CH2:15][C:16]([OH:18])=O)(=O)C.C([O-])(=O)C.[Na+].N([O-])=O.[Na+].[N-:28]=[N+:29]=[N-].[Na+].[K+].[Br-], predict the reaction product. The product is: [N:14]([C:15]1[C:16](=[O:18])[O:1][C:2]2[C:3]([CH:4]=1)=[CH:6][CH:7]=[C:8]([OH:10])[CH:9]=2)=[N+:28]=[N-:29]. (3) Given the reactants C([O:8][C:9]1[CH:24]=[CH:23][CH:22]=[CH:21][C:10]=1[CH2:11][C:12]1[CH:20]=[CH:19][C:15]([C:16]([NH2:18])=[O:17])=[CH:14][CH:13]=1)C1C=CC=CC=1, predict the reaction product. The product is: [OH:8][C:9]1[CH:24]=[CH:23][CH:22]=[CH:21][C:10]=1[CH2:11][C:12]1[CH:20]=[CH:19][C:15]([C:16]([NH2:18])=[O:17])=[CH:14][CH:13]=1. (4) Given the reactants [OH:1][C@H:2]1[CH2:20][C@@:19]2([CH3:21])[C@@H:13]([CH2:14][CH2:15][C@@H:16]2[CH2:17][CH3:18])[C@H:12]2[C@H:3]1[C@:4]1([CH3:23])[C:9]([CH2:10][CH2:11]2)=[CH:8][C:7](=[O:22])[CH2:6][CH2:5]1.C(OCC)(OCC)O[CH2:26][CH3:27].C1(C)C=CC(S(O)(=O)=[O:41])=CC=1.C(=O)(O)[O-].[Na+], predict the reaction product. The product is: [OH:1][C@H:2]1[CH2:20][C@@:19]2([CH3:21])[C@@H:13]([CH2:14][CH2:15][C@@H:16]2[C:17](=[O:41])[CH3:18])[C@H:12]2[C@H:3]1[C@:4]1([CH3:23])[C:9](=[CH:10][CH2:11]2)[CH:8]=[C:7]([O:22][CH2:26][CH3:27])[CH2:6][CH2:5]1. (5) Given the reactants [Cl:1][C:2]1[CH:3]=[C:4]2[NH:10][C:9](=[O:11])[C:8]3([CH:15]([C:16]4[CH:21]=[CH:20][CH:19]=[C:18]([Cl:22])[CH:17]=4)[CH:14]([C:23]([NH:25][C:26]4[CH:31]=[CH:30][C:29]([C:32]#[N:33])=[CH:28][C:27]=4[O:34][CH3:35])=[O:24])[NH:13][CH:12]3[CH2:36][C:37]([CH3:40])([CH3:39])[CH3:38])[C:5]2=[N:6][CH:7]=1.[OH:41]O.[OH-].[Na+], predict the reaction product. The product is: [C:32]([C:29]1[CH:30]=[CH:31][C:26]([NH:25][C:23]([CH:14]2[NH:13][CH:12]([CH2:36][C:37]([CH3:40])([CH3:39])[CH3:38])[C:8]3([C:5]4=[N:6][CH:7]=[C:2]([Cl:1])[CH:3]=[C:4]4[NH:10][C:9]3=[O:11])[CH:15]2[C:16]2[CH:21]=[CH:20][CH:19]=[C:18]([Cl:22])[CH:17]=2)=[O:24])=[C:27]([O:34][CH3:35])[CH:28]=1)(=[O:41])[NH2:33]. (6) Given the reactants Cl[C:2]1[C:3]2[C:4](=[CH:13][N:14](CC3C=CC(OC)=CC=3)[N:15]=2)[N:5]=[C:6]([C:8]2[S:9][CH:10]=[CH:11][CH:12]=2)[N:7]=1.[O:25]1[CH2:30][CH2:29][NH:28][C:27]2[CH:31]=[C:32]([NH2:35])[CH:33]=[CH:34][C:26]1=2.Cl, predict the reaction product. The product is: [S:9]1[CH:10]=[CH:11][CH:12]=[C:8]1[C:6]1[N:7]=[C:2]([NH:35][C:32]2[CH:33]=[CH:34][C:26]3[O:25][CH2:30][CH2:29][NH:28][C:27]=3[CH:31]=2)[C:3]2[NH:15][N:14]=[CH:13][C:4]=2[N:5]=1.